From a dataset of Reaction yield outcomes from USPTO patents with 853,638 reactions. Predict the reaction yield, written as a fraction of the theoretical maximum amount of product (1.0 means a 100% yield; for example, 0.34 means a 34% yield). (1) The reactants are [CH3:1][C:2]1[CH:11]=[CH:10][C:9]2[C:4](=[CH:5][CH:6]=[CH:7][C:8]=2[N:12]2[CH2:17][CH2:16][N:15]([CH2:18][CH2:19][C:20]3[CH:21]=[C:22]([CH:24]=[CH:25][CH:26]=3)[NH2:23])[CH2:14][CH2:13]2)[N:3]=1.[CH3:27][O:28][CH2:29][C:30](Cl)=[O:31]. No catalyst specified. The product is [CH3:27][O:28][CH2:29][C:30]([NH:23][C:22]1[CH:24]=[CH:25][CH:26]=[C:20]([CH2:19][CH2:18][N:15]2[CH2:14][CH2:13][N:12]([C:8]3[CH:7]=[CH:6][CH:5]=[C:4]4[C:9]=3[CH:10]=[CH:11][C:2]([CH3:1])=[N:3]4)[CH2:17][CH2:16]2)[CH:21]=1)=[O:31]. The yield is 0.620. (2) The reactants are [OH:1][C:2]1[CH:7]=[CH:6][C:5]([C:8]2[CH:13]=[CH:12][C:11]([N:14]3[C:18]([CH3:20])([CH3:19])[C:17](=N)[N:16]([C:22]4[CH:23]=[C:24]([C:30]([F:33])([F:32])[F:31])[C:25]([C:28]#[N:29])=[N:26][CH:27]=4)[C:15]3=[S:34])=[CH:10][CH:9]=2)=[CH:4][CH:3]=1.Cl.C[OH:37]. No catalyst specified. The product is [OH:1][C:2]1[CH:7]=[CH:6][C:5]([C:8]2[CH:13]=[CH:12][C:11]([N:14]3[C:18]([CH3:19])([CH3:20])[C:17](=[O:37])[N:16]([C:22]4[CH:23]=[C:24]([C:30]([F:31])([F:32])[F:33])[C:25]([C:28]#[N:29])=[N:26][CH:27]=4)[C:15]3=[S:34])=[CH:10][CH:9]=2)=[CH:4][CH:3]=1. The yield is 0.690. (3) The yield is 1.00. The reactants are [CH3:1][O:2][C:3]1[CH:8]=[CH:7][CH:6]=[CH:5][C:4]=1[N:9]1[C:17](=[O:18])[NH:16][C:15]2[C:10]1=[N:11][C:12]([NH:24][C@@H:25]1[CH2:29][CH2:28][NH:27][CH2:26]1)=[N:13][C:14]=2[C:19]([O:21]CC)=O.C(OC([N:37]1CC[C@@H](NC2N=C3C(NC(=O)N3C3C=CC=CC=3OC)=C(C(OCC)=O)N=2)C1)=O)(C)(C)C. The catalyst is ClCCl.FC(F)(F)C(O)=O. The product is [CH3:1][O:2][C:3]1[CH:8]=[CH:7][CH:6]=[CH:5][C:4]=1[N:9]1[C:17](=[O:18])[NH:16][C:15]2[C:10]1=[N:11][C:12]([NH:24][C@@H:25]1[CH2:29][CH2:28][NH:27][CH2:26]1)=[N:13][C:14]=2[C:19]([NH2:37])=[O:21]. (4) The reactants are [F:1][C:2]1[C:3]([CH2:11]O)=[CH:4][C:5]2[O:9][CH2:8][O:7][C:6]=2[CH:10]=1.C([O-])(O)=O.[Na+].O=S(Cl)[Cl:20]. No catalyst specified. The product is [Cl:20][CH2:11][C:3]1[C:2]([F:1])=[CH:10][C:6]2[O:7][CH2:8][O:9][C:5]=2[CH:4]=1. The yield is 0.900.